Task: Predict the product of the given reaction.. Dataset: Forward reaction prediction with 1.9M reactions from USPTO patents (1976-2016) (1) Given the reactants [C:1]([C:3]1[C:8]([NH:9][C:10]2[O:14][N:13]=[C:12]([C:15]3[CH:20]=[CH:19][CH:18]=[CH:17][CH:16]=3)[CH:11]=2)=[CH:7][C:6]([NH:21][C@H:22]([CH2:26][CH:27]2[CH2:29][CH2:28]2)[C:23]([NH2:25])=[O:24])=[C:5]([F:30])[CH:4]=1)#[N:2].[OH-].[Na+].OO.CC(O)=[O:37], predict the reaction product. The product is: [NH2:25][C:23](=[O:24])[C@H:22]([NH:21][C:6]1[C:5]([F:30])=[CH:4][C:3]([C:1]([NH2:2])=[O:37])=[C:8]([NH:9][C:10]2[O:14][N:13]=[C:12]([C:15]3[CH:20]=[CH:19][CH:18]=[CH:17][CH:16]=3)[CH:11]=2)[CH:7]=1)[CH2:26][CH:27]1[CH2:28][CH2:29]1. (2) Given the reactants [CH3:1][O:2][C:3]1[CH:19]=[CH:18][C:6]([CH2:7][N:8]2[C:16]3[C:11](=[CH:12][CH:13]=[CH:14][CH:15]=3)[C:10]([OH:17])=[N:9]2)=[CH:5][CH:4]=1.[H-].[Na+].F[C:23]1[CH:28]=[CH:27][C:26]([N+:29]([O-:31])=[O:30])=[CH:25][C:24]=1[F:32].O, predict the reaction product. The product is: [F:32][C:24]1[CH:25]=[C:26]([N+:29]([O-:31])=[O:30])[CH:27]=[CH:28][C:23]=1[O:17][C:10]1[C:11]2[C:16](=[CH:15][CH:14]=[CH:13][CH:12]=2)[N:8]([CH2:7][C:6]2[CH:5]=[CH:4][C:3]([O:2][CH3:1])=[CH:19][CH:18]=2)[N:9]=1. (3) Given the reactants C([O:4][C:5]1[CH:10]=[C:9]([C:11]#[N:12])[C:8](Br)=[C:7]([C:14]#[N:15])[C:6]=1[O:16]C(=O)C)(=O)C.[CH2:20]([N:22]([CH2:34][CH3:35])[C:23]([C:25]1[CH:30]=[CH:29][C:28](B(O)O)=[CH:27][CH:26]=1)=[O:24])[CH3:21], predict the reaction product. The product is: [C:14]([C:7]1[C:6]([OH:16])=[C:5]([OH:4])[CH:10]=[C:9]([C:11]#[N:12])[C:8]=1[C:28]1[CH:29]=[CH:30][C:25]([C:23]([N:22]([CH2:34][CH3:35])[CH2:20][CH3:21])=[O:24])=[CH:26][CH:27]=1)#[N:15]. (4) The product is: [CH:1]([C:4]1[CH:5]=[CH:6][C:7]([O:8][C:9]([CH3:42])([CH2:15][C:16]2[CH:17]=[CH:18][C:19]([O:22][CH2:23][CH2:24][NH:25][C:26]([C:28]3[CH:29]=[CH:30][C:31]([C:34]4[CH:35]=[CH:36][C:37]([O:40][CH3:41])=[CH:38][CH:39]=4)=[N:32][CH:33]=3)=[O:27])=[CH:20][CH:21]=2)[C:10]([OH:12])=[O:11])=[CH:43][CH:44]=1)([CH3:3])[CH3:2]. Given the reactants [CH:1]([C:4]1[CH:44]=[CH:43][C:7]([O:8][C:9]([CH3:42])([CH2:15][C:16]2[CH:21]=[CH:20][C:19]([O:22][CH2:23][CH2:24][NH:25][C:26]([C:28]3[CH:29]=[CH:30][C:31]([C:34]4[CH:39]=[CH:38][C:37]([O:40][CH3:41])=[CH:36][CH:35]=4)=[N:32][CH:33]=3)=[O:27])=[CH:18][CH:17]=2)[C:10]([O:12]CC)=[O:11])=[CH:6][CH:5]=1)([CH3:3])[CH3:2].[OH-].[Na+], predict the reaction product. (5) Given the reactants Br[C:2]1[CH:3]=[CH:4][C:5]([O:9][C:10]([F:13])([F:12])[F:11])=[C:6]([NH2:8])[CH:7]=1.[Li]N([Si](C)(C)C)[Si](C)(C)C.[CH3:24][N:25]1[CH2:30][CH2:29][NH:28][CH2:27][CH2:26]1, predict the reaction product. The product is: [CH3:24][N:25]1[CH2:30][CH2:29][N:28]([C:2]2[CH:3]=[CH:4][C:5]([O:9][C:10]([F:13])([F:12])[F:11])=[C:6]([NH2:8])[CH:7]=2)[CH2:27][CH2:26]1. (6) Given the reactants Br[C:2]1[CH:7]=[CH:6][C:5]([N+:8]([O-:10])=[O:9])=[CH:4][N:3]=1.[Cu][C:12]#[N:13].O, predict the reaction product. The product is: [N+:8]([C:5]1[CH:6]=[CH:7][C:2]([C:12]#[N:13])=[N:3][CH:4]=1)([O-:10])=[O:9].